Dataset: Forward reaction prediction with 1.9M reactions from USPTO patents (1976-2016). Task: Predict the product of the given reaction. (1) Given the reactants [C:1]([N:5]1[CH2:10][CH2:9][CH:8]([N:11]2[CH:16]=[CH:15][C:14](Br)=[CH:13][C:12]2=[O:18])[CH2:7][CH2:6]1)(=[O:4])[CH:2]=[CH2:3].[Cl:19][C:20]1[CH:25]=[CH:24][C:23]([OH:26])=[CH:22][C:21]=1B(O)O.O1CCOCC1, predict the reaction product. The product is: [C:1]([N:5]1[CH2:10][CH2:9][CH:8]([N:11]2[CH:16]=[CH:15][C:14]([C:21]3[CH:22]=[C:23]([OH:26])[CH:24]=[CH:25][C:20]=3[Cl:19])=[CH:13][C:12]2=[O:18])[CH2:7][CH2:6]1)(=[O:4])[CH:2]=[CH2:3]. (2) Given the reactants C1C=C(Cl)C=C(C(OO)=O)C=1.[CH3:12][O:13][N:14]=[CH:15][C:16]1[N:17]([CH2:29][CH:30]([CH3:32])[CH3:31])[C:18]2[C:27]3[CH:26]=[CH:25][CH:24]=[CH:23][C:22]=3[N:21]=[CH:20][C:19]=2[N:28]=1.[OH-].[NH4+:34].C1(C)C=CC(S(Cl)(=O)=O)=CC=1, predict the reaction product. The product is: [CH3:12][O:13][N:14]=[CH:15][C:16]1[N:17]([CH2:29][CH:30]([CH3:32])[CH3:31])[C:18]2[C:27]3[CH:26]=[CH:25][CH:24]=[CH:23][C:22]=3[N:21]=[C:20]([NH2:34])[C:19]=2[N:28]=1. (3) Given the reactants [Br:1][C:2]1[CH:24]=[C:23]2[C:5]([CH2:6][CH2:7][C:8]3([C:16]42[NH:20][C:19](=S)[C:18]([CH3:22])=[N:17]4)[CH2:13][CH2:12][CH:11]([O:14][CH3:15])[CH2:10][CH2:9]3)=[CH:4][CH:3]=1.[NH3:25], predict the reaction product. The product is: [Br:1][C:2]1[CH:24]=[C:23]2[C:5]([CH2:6][CH2:7][C:8]3([C:16]42[N:20]=[C:19]([NH2:25])[C:18]([CH3:22])=[N:17]4)[CH2:13][CH2:12][CH:11]([O:14][CH3:15])[CH2:10][CH2:9]3)=[CH:4][CH:3]=1. (4) Given the reactants [Cl:1][C:2]1[C:11]2[C:6](=[C:7]([CH3:13])[C:8]([Cl:12])=[CH:9][CH:10]=2)[N:5]=[CH:4][C:3]=1[C:14]([NH2:16])=[O:15].[O:17]1[C:21]2=[CH:22][CH:23]=[CH:24][C:25]([NH2:26])=[C:20]2[CH2:19][CH2:18]1.Cl.IC1C=C2C(=CC=1)N=CC(C(N)=O)=C2NC1C=CC=C(OC)C=1, predict the reaction product. The product is: [ClH:1].[Cl:12][C:8]1[C:7]([CH3:13])=[C:6]2[C:11]([C:2]([NH:26][C:25]3[C:20]4[CH2:19][CH2:18][O:17][C:21]=4[CH:22]=[CH:23][CH:24]=3)=[C:3]([C:14]([NH2:16])=[O:15])[CH:4]=[N:5]2)=[CH:10][CH:9]=1.